This data is from Full USPTO retrosynthesis dataset with 1.9M reactions from patents (1976-2016). The task is: Predict the reactants needed to synthesize the given product. (1) Given the product [Br:1][CH2:2][C:3]1[CH:8]=[CH:7][C:6]([S:9]([N:20]([CH2:19][C:18]2[CH:17]=[CH:16][C:15]([O:14][CH3:13])=[CH:31][CH:30]=2)[CH2:21][C:22]2[CH:23]=[CH:24][C:25]([O:28][CH3:29])=[CH:26][CH:27]=2)(=[O:11])=[O:10])=[CH:5][CH:4]=1, predict the reactants needed to synthesize it. The reactants are: [Br:1][CH2:2][C:3]1[CH:8]=[CH:7][C:6]([S:9](Cl)(=[O:11])=[O:10])=[CH:5][CH:4]=1.[CH3:13][O:14][C:15]1[CH:31]=[CH:30][C:18]([CH2:19][NH:20][CH2:21][C:22]2[CH:27]=[CH:26][C:25]([O:28][CH3:29])=[CH:24][CH:23]=2)=[CH:17][CH:16]=1. (2) Given the product [CH3:1][O:2][C:3]1[C:4](=[O:32])[C:5]([CH3:31])=[C:6]([CH2:12][C:13]2[CH:14]=[CH:15][C:16]([OH:27])=[C:17]([CH:26]=2)[C:18]([N:20]2[CH2:21][CH2:22][CH2:23][CH2:24][CH2:25]2)=[O:19])[C:7](=[O:11])[C:8]=1[O:9][CH3:10], predict the reactants needed to synthesize it. The reactants are: [CH3:1][O:2][C:3]1[C:4](=[O:32])[C:5]([CH3:31])=[C:6]([CH2:12][C:13]2[CH:14]=[CH:15][C:16]([O:27]C(=O)C)=[C:17]([CH:26]=2)[C:18]([N:20]2[CH2:25][CH2:24][CH2:23][CH2:22][CH2:21]2)=[O:19])[C:7](=[O:11])[C:8]=1[O:9][CH3:10].C(=O)([O-])O.[Na+]. (3) Given the product [NH2:8][C:9]1[N:14]=[C:13]([C:15]2[NH:38][C:18]3=[N:19][CH:20]=[CH:21][C:22]([C:23]4[CH:24]=[CH:25][C:26]([O:31][CH:32]5[CH2:37][CH2:36][O:35][CH2:34][CH2:33]5)=[C:27]([CH:30]=4)[C:28]#[N:29])=[C:17]3[CH:16]=2)[CH:12]=[N:11][CH:10]=1, predict the reactants needed to synthesize it. The reactants are: C([N:8](C(OC(C)(C)C)=O)[C:9]1[N:14]=[C:13]([C:15]2[NH:38][C:18]3=[N:19][CH:20]=[CH:21][C:22]([C:23]4[CH:24]=[CH:25][C:26]([O:31][CH:32]5[CH2:37][CH2:36][O:35][CH2:34][CH2:33]5)=[C:27]([CH:30]=4)[C:28]#[N:29])=[C:17]3[CH:16]=2)[CH:12]=[N:11][CH:10]=1)(OC(C)(C)C)=O. (4) Given the product [CH3:9][C:10]1[NH:11][C:12]2[C:17]([C:18]=1[C:2](=[O:8])[C:3]([O:5][CH2:6][CH3:7])=[O:4])=[CH:16][CH:15]=[CH:14][CH:13]=2, predict the reactants needed to synthesize it. The reactants are: Cl[C:2](=[O:8])[C:3]([O:5][CH2:6][CH3:7])=[O:4].[CH3:9][C:10]1[NH:11][C:12]2[C:17]([CH:18]=1)=[CH:16][CH:15]=[CH:14][CH:13]=2.N1C=CC=CC=1.